Dataset: Catalyst prediction with 721,799 reactions and 888 catalyst types from USPTO. Task: Predict which catalyst facilitates the given reaction. (1) Reactant: S1C=C[C:3](B(O)O)=[CH:2]1.[C:9]([O-:12])(O)=[O:10].[Na+].[NH4+].[Cl-].[C:16]1([CH3:22])[CH:21]=C[CH:19]=[CH:18][CH:17]=1. Product: [CH3:2][CH2:3][O:12][C:9]([CH3:16])=[O:10].[CH3:19][CH2:18][CH2:17][CH:16]([CH3:22])[CH3:21]. The catalyst class is: 235. (2) Reactant: [CH2:1]([N:8]1[CH:13]([CH2:14][O:15][CH3:16])[CH2:12][O:11][C:10]([CH2:18][CH:19]=[O:20])([CH3:17])[C:9]1=[O:21])[C:2]1[CH:7]=[CH:6][CH:5]=[CH:4][CH:3]=1.[BH4-].[Na+].O. Product: [CH2:1]([N:8]1[CH:13]([CH2:14][O:15][CH3:16])[CH2:12][O:11][C:10]([CH2:18][CH2:19][OH:20])([CH3:17])[C:9]1=[O:21])[C:2]1[CH:3]=[CH:4][CH:5]=[CH:6][CH:7]=1. The catalyst class is: 5. (3) Reactant: [CH3:1][C:2]1([CH3:10])[CH2:7][O:6][C:5](=[O:8])[CH2:4][C:3]1=[O:9].[H-].[Na+].[F:13][C:14]([F:25])([F:24])[C:15]1[CH:20]=[CH:19][CH:18]=[C:17]([N:21]=[C:22]=[O:23])[CH:16]=1. Product: [F:13][C:14]([F:24])([F:25])[C:15]1[CH:16]=[C:17]([NH:21][C:22]([CH:4]2[C:3](=[O:9])[C:2]([CH3:10])([CH3:1])[CH2:7][O:6][C:5]2=[O:8])=[O:23])[CH:18]=[CH:19][CH:20]=1. The catalyst class is: 3.